The task is: Predict which catalyst facilitates the given reaction.. This data is from Catalyst prediction with 721,799 reactions and 888 catalyst types from USPTO. (1) Reactant: [NH2:1][C:2]1[CH:7]=[CH:6][C:5]([C@@H:8]2[CH2:10][C@H:9]2[NH:11][C:12](=[O:18])[O:13][C:14]([CH3:17])([CH3:16])[CH3:15])=[CH:4][CH:3]=1.[F:19][C:20]([F:31])([F:30])[C:21]1[CH:22]=[C:23]([CH:27]=[CH:28][CH:29]=1)[C:24](Cl)=[O:25].C(N(CC)CC)C.O. Product: [F:19][C:20]([F:30])([F:31])[C:21]1[CH:22]=[C:23]([C:24]([NH:1][C:2]2[CH:7]=[CH:6][C:5]([C@@H:8]3[CH2:10][C@H:9]3[NH:11][C:12](=[O:18])[O:13][C:14]([CH3:15])([CH3:17])[CH3:16])=[CH:4][CH:3]=2)=[O:25])[CH:27]=[CH:28][CH:29]=1. The catalyst class is: 10. (2) Reactant: [F:1][C@H:2]1[CH2:6][N:5](C(OC(C)(C)C)=O)[CH:4]([C:14](=[O:39])[NH:15][CH2:16][C:17]2[CH:22]=[C:21]([C:23]3[C:24]([O:33][CH2:34][CH2:35][O:36][CH3:37])=[N:25][C:26]([C:29]([F:32])([F:31])[F:30])=[CH:27][CH:28]=3)[CH:20]=[C:19]([F:38])[CH:18]=2)[CH2:3]1.[ClH:40]. Product: [ClH:40].[F:1][C@H:2]1[CH2:6][NH:5][C@H:4]([C:14]([NH:15][CH2:16][C:17]2[CH:22]=[C:21]([C:23]3[C:24]([O:33][CH2:34][CH2:35][O:36][CH3:37])=[N:25][C:26]([C:29]([F:31])([F:32])[F:30])=[CH:27][CH:28]=3)[CH:20]=[C:19]([F:38])[CH:18]=2)=[O:39])[CH2:3]1. The catalyst class is: 12. (3) Reactant: [CH3:1][CH:2]([NH:4][C:5]([C@@H:7]1[CH2:11][CH2:10][CH2:9][N:8]1C(OCC1C=CC=CC=1)=O)=[O:6])[CH3:3].[H][H]. Product: [CH3:3][CH:2]([NH:4][C:5]([C@@H:7]1[CH2:11][CH2:10][CH2:9][NH:8]1)=[O:6])[CH3:1]. The catalyst class is: 19. (4) Reactant: [Br:1][C:2]1[CH:7]=[CH:6][CH:5]=[C:4](I)[CH:3]=1.[CH3:9][S:10]([CH3:13])(=[NH:12])=[O:11].C([O-])([O-])=O.[Cs+].[Cs+]. Product: [Br:1][C:2]1[CH:3]=[C:4]([N:12]=[S:10]([CH3:13])([CH3:9])=[O:11])[CH:5]=[CH:6][CH:7]=1. The catalyst class is: 12.